This data is from Full USPTO retrosynthesis dataset with 1.9M reactions from patents (1976-2016). The task is: Predict the reactants needed to synthesize the given product. (1) Given the product [NH2:1][C:2]([CH2:4][C:5]1[C:14]2[C:9](=[CH:10][C:11]([O:15][CH2:19][C:17]3[CH:30]=[CH:26][CH:27]=[C:28]([OH:29])[CH:18]=3)=[CH:12][CH:13]=2)[O:8][C:7](=[O:16])[CH:6]=1)=[O:3], predict the reactants needed to synthesize it. The reactants are: [NH2:1][C:2]([CH2:4][C:5]1[C:14]2[C:9](=[CH:10][C:11]([OH:15])=[CH:12][CH:13]=2)[O:8][C:7](=[O:16])[CH:6]=1)=[O:3].[CH:17](N(C(C)C)CC)([CH3:19])[CH3:18].[CH2:26]1[CH2:30][O:29][CH2:28][CH2:27]1. (2) Given the product [CH2:1]([S:8][C:9]1[CH:10]=[C:11]2[C:16](=[CH:17][CH:18]=1)[C:15](=[O:19])[NH:14][CH:13]=[C:12]2[C:22]#[N:23])[C:2]1[CH:7]=[CH:6][CH:5]=[CH:4][CH:3]=1, predict the reactants needed to synthesize it. The reactants are: [CH2:1]([S:8][C:9]1[CH:10]=[C:11]2[C:16](=[CH:17][CH:18]=1)[C:15](=[O:19])[NH:14][CH:13]=[C:12]2Br)[C:2]1[CH:7]=[CH:6][CH:5]=[CH:4][CH:3]=1.[Cu][C:22]#[N:23].CN1C(=O)CCC1. (3) Given the product [F:30][C:28]([F:29])([O:1][C:2]1[CH:11]=[C:6]([C:7]([O:9][CH3:10])=[O:8])[CH:5]=[C:4]([CH:3]=1)[C:12]([O:14][CH3:15])=[O:13])[CH:27]([F:31])[O:26][C:25]([F:32])([F:33])[C:24]([F:34])([F:35])[C:23]([F:22])([F:36])[F:37], predict the reactants needed to synthesize it. The reactants are: [OH:1][C:2]1[CH:3]=[C:4]([C:12]([O:14][CH3:15])=[O:13])[CH:5]=[C:6]([CH:11]=1)[C:7]([O:9][CH3:10])=[O:8].C(=O)([O-])[O-].[K+].[K+].[F:22][C:23]([F:37])([F:36])[C:24]([F:35])([F:34])[C:25]([F:33])([F:32])[O:26][C:27]([F:31])=[C:28]([F:30])[F:29].